Dataset: Catalyst prediction with 721,799 reactions and 888 catalyst types from USPTO. Task: Predict which catalyst facilitates the given reaction. (1) Reactant: S(Cl)([Cl:3])=O.[C:5]12[CH2:12][CH:11]([C:13]([OH:15])=O)[C:10]1=[CH:9][CH:8]=[CH:7][CH:6]=2.C1C=CC=CC=1. Product: [C:5]12[CH2:12][CH:11]([C:13]([Cl:3])=[O:15])[C:10]1=[CH:9][CH:8]=[CH:7][CH:6]=2. The catalyst class is: 4. (2) Reactant: [H-].[Na+].[CH:3]([O:6][C:7]1[CH:8]=[CH:9][C:10]([N:13]2[CH2:18][CH2:17][CH:16]([OH:19])[CH2:15][CH2:14]2)=[N:11][CH:12]=1)([CH3:5])[CH3:4].C1COCC1.Cl[C:26]1[N:31]=[CH:30][N:29]=[C:28]2[N:32]([C:35]3[CH:40]=[CH:39][C:38]([S:41]([CH3:44])(=[O:43])=[O:42])=[CH:37][C:36]=3[F:45])[N:33]=[CH:34][C:27]=12. Product: [F:45][C:36]1[CH:37]=[C:38]([S:41]([CH3:44])(=[O:42])=[O:43])[CH:39]=[CH:40][C:35]=1[N:32]1[C:28]2=[N:29][CH:30]=[N:31][C:26]([O:19][CH:16]3[CH2:15][CH2:14][N:13]([C:10]4[CH:9]=[CH:8][C:7]([O:6][CH:3]([CH3:5])[CH3:4])=[CH:12][N:11]=4)[CH2:18][CH2:17]3)=[C:27]2[CH:34]=[N:33]1. The catalyst class is: 2. (3) Reactant: Cl[C:2]1[CH:3]=[C:4]([C:26]([O:28][CH2:29][CH3:30])=[O:27])[C:5]2[C:10]([CH3:11])=[N:9][N:8]([CH2:12][C:13]3[CH:18]=[CH:17][C:16]([O:19][C:20]4[CH:25]=[CH:24][CH:23]=[CH:22][CH:21]=4)=[CH:15][CH:14]=3)[C:6]=2[N:7]=1.[NH2:31][CH2:32][CH2:33][N:34]1[CH2:39][CH2:38][O:37][CH2:36][CH2:35]1.CC(O)C.CN1C(=O)CCC1. Product: [CH3:11][C:10]1[C:5]2[C:4]([C:26]([O:28][CH2:29][CH3:30])=[O:27])=[CH:3][C:2]([NH:31][CH2:32][CH2:33][N:34]3[CH2:39][CH2:38][O:37][CH2:36][CH2:35]3)=[N:7][C:6]=2[N:8]([CH2:12][C:13]2[CH:18]=[CH:17][C:16]([O:19][C:20]3[CH:25]=[CH:24][CH:23]=[CH:22][CH:21]=3)=[CH:15][CH:14]=2)[N:9]=1. The catalyst class is: 25.